Task: Predict the product of the given reaction.. Dataset: Forward reaction prediction with 1.9M reactions from USPTO patents (1976-2016) (1) Given the reactants Br[C:2]1[CH:7]=[CH:6][C:5]([C@@H:8]([N:10]2[CH2:15][CH2:14][C@:13]([CH2:23][C:24]([CH3:28])([CH3:27])[C:25]#[N:26])([C:16]3[CH:21]=[CH:20][C:19]([F:22])=[CH:18][CH:17]=3)[O:12][C:11]2=[O:29])[CH3:9])=[CH:4][CH:3]=1.[O:30]=[C:31]1[CH:36]=[CH:35][C:34](B(O)O)=[CH:33][NH:32]1, predict the reaction product. The product is: [F:22][C:19]1[CH:20]=[CH:21][C:16]([C@:13]2([CH2:23][C:24]([CH3:28])([CH3:27])[C:25]#[N:26])[O:12][C:11](=[O:29])[N:10]([C@H:8]([C:5]3[CH:6]=[CH:7][C:2]([C:34]4[CH:35]=[CH:36][C:31](=[O:30])[NH:32][CH:33]=4)=[CH:3][CH:4]=3)[CH3:9])[CH2:15][CH2:14]2)=[CH:17][CH:18]=1. (2) Given the reactants Cl.[CH3:2][N:3]1[CH2:8][CH2:7][CH:6]([C:9]([OH:11])=[O:10])[CH2:5][CH2:4]1.C(Cl)CCl.C1C=CC2N(O)N=NC=2C=1.[F:26][C:27]1[CH:28]=[C:29]([CH:33]([C:35]2[CH:40]=[CH:39][CH:38]=[C:37]([F:41])[CH:36]=2)O)[CH:30]=[CH:31][CH:32]=1.C(N(CC)CC)C, predict the reaction product. The product is: [CH3:2][N:3]1[CH2:8][CH2:7][CH:6]([C:9]([O:11][CH:33]([C:29]2[CH:30]=[CH:31][CH:32]=[C:27]([F:26])[CH:28]=2)[C:35]2[CH:40]=[CH:39][CH:38]=[C:37]([F:41])[CH:36]=2)=[O:10])[CH2:5][CH2:4]1.